From a dataset of Full USPTO retrosynthesis dataset with 1.9M reactions from patents (1976-2016). Predict the reactants needed to synthesize the given product. (1) Given the product [Br:16][CH2:17][CH2:18][CH2:19][CH2:20][O:13][CH2:12][CH2:11][CH2:10][CH2:9][CH2:8][O:7][CH:2]1[CH2:3][CH2:4][CH2:5][CH2:6][O:1]1, predict the reactants needed to synthesize it. The reactants are: [O:1]1[CH2:6][CH2:5][CH2:4][CH2:3][CH:2]1[O:7][CH2:8][CH2:9][CH2:10][CH2:11][CH2:12][OH:13].[H-].[Na+].[Br:16][CH2:17][CH2:18][CH2:19][CH2:20]Br.O. (2) Given the product [CH3:13][O:12][C:1]([C:2]1[CH:3]=[C:4]([C:5]([N:45]2[CH2:40][CH2:41][CH:42]([NH:47][C:14]([O:16][C:17]([CH3:20])([CH3:19])[CH3:18])=[O:15])[CH2:43]2)=[O:7])[CH:8]=[CH:9][CH:10]=1)=[O:11], predict the reactants needed to synthesize it. The reactants are: [C:1]([O:12][CH3:13])(=[O:11])[C:2]1[CH:10]=[CH:9][CH:8]=[C:4]([C:5]([O-:7])=O)[CH:3]=1.[C:14](N1CCC(N)C1)([O:16][C:17]([CH3:20])([CH3:19])[CH3:18])=[O:15].CCN=C=NCCCN(C)C.Cl.C1[CH:40]=[CH:41][C:42]2[N:47](O)N=[N:45][C:43]=2C=1.CCN(C(C)C)C(C)C. (3) Given the product [F:1][C:2]1[CH:3]=[CH:4][C:5]([O:25][CH3:26])=[C:6]([C:8]2[CH:13]=[CH:12][N:11]=[C:10]3[NH:14][C:15]([C:17]4[CH2:18][CH:19]5[CH2:23][N:22]([C:35]([NH:34][CH3:37])=[O:36])[CH2:21][CH:20]5[CH:24]=4)=[CH:16][C:9]=23)[CH:7]=1, predict the reactants needed to synthesize it. The reactants are: [F:1][C:2]1[CH:3]=[CH:4][C:5]([O:25][CH3:26])=[C:6]([C:8]2[CH:13]=[CH:12][N:11]=[C:10]3[NH:14][C:15]([C:17]4[CH2:18][CH:19]5[CH2:23][NH:22][CH2:21][CH:20]5[CH:24]=4)=[CH:16][C:9]=23)[CH:7]=1.C(N(CC)CC)C.[N:34]([CH3:37])=[C:35]=[O:36].O. (4) The reactants are: [Cl:1][C:2]1[CH:7]=[CH:6][C:5]([C:8]2[N:12]([C:13]3[CH:18]=[CH:17][C:16]([Cl:19])=[CH:15][C:14]=3[Cl:20])[N:11]=[C:10]([C:21]([NH:23][NH:24][C:25](=O)[C:26]([CH3:29])([CH3:28])[CH3:27])=[O:22])[C:9]=2[S:31][CH3:32])=[CH:4][CH:3]=1.CC[N+](S(N=C(OC)[O-])(=O)=O)(CC)CC. Given the product [C:26]([C:25]1[O:22][C:21]([C:10]2[C:9]([S:31][CH3:32])=[C:8]([C:5]3[CH:6]=[CH:7][C:2]([Cl:1])=[CH:3][CH:4]=3)[N:12]([C:13]3[CH:18]=[CH:17][C:16]([Cl:19])=[CH:15][C:14]=3[Cl:20])[N:11]=2)=[N:23][N:24]=1)([CH3:29])([CH3:28])[CH3:27], predict the reactants needed to synthesize it. (5) Given the product [CH3:13][O:14][C:2]1[CH:7]=[C:6]([C:8]([F:11])([F:10])[F:9])[N:5]=[N:4][C:3]=1[NH2:12], predict the reactants needed to synthesize it. The reactants are: Br[C:2]1[CH:7]=[C:6]([C:8]([F:11])([F:10])[F:9])[N:5]=[N:4][C:3]=1[NH2:12].[CH3:13][O-:14].[Na+]. (6) Given the product [NH:41]([C:32]([NH:31][C:30]1[CH:29]=[CH:28][C:4]([O:5][C:6]2[CH:11]=[CH:10][N:9]=[C:8]([NH:12][C:13]([CH:15]3[CH2:16][CH2:17][N:18]([C:21]([O:23][C:24]([CH3:26])([CH3:27])[CH3:25])=[O:22])[CH2:19][CH2:20]3)=[O:14])[CH:7]=2)=[CH:3][C:2]=1[Cl:1])=[O:34])[C:42]1[CH:47]=[CH:46][CH:45]=[CH:44][CH:43]=1, predict the reactants needed to synthesize it. The reactants are: [Cl:1][C:2]1[CH:3]=[C:4]([CH:28]=[CH:29][C:30]=1[NH:31][C:32]([O:34]C1C=CC=CC=1)=O)[O:5][C:6]1[CH:11]=[CH:10][N:9]=[C:8]([NH:12][C:13]([CH:15]2[CH2:20][CH2:19][N:18]([C:21]([O:23][C:24]([CH3:27])([CH3:26])[CH3:25])=[O:22])[CH2:17][CH2:16]2)=[O:14])[CH:7]=1.[NH2:41][C:42]1[CH:47]=[CH:46][CH:45]=[CH:44][CH:43]=1.CN(C)C=O. (7) The reactants are: [CH:1]1[C:13]2[CH:12]([CH2:14][O:15][C:16]([N:18]3[CH2:23][C@@H:22]([C:24](=[O:47])[NH:25][CH2:26][C:27]4([CH2:41][CH2:42][CH2:43][CH2:44][O:45][CH3:46])[C:40]5[CH:39]=[CH:38][CH:37]=[CH:36][C:35]=5[O:34][C:33]5[C:28]4=[CH:29][CH:30]=[CH:31][CH:32]=5)[CH2:21][C@@H:20]([NH2:48])[CH2:19]3)=[O:17])[C:11]3[C:6](=[CH:7][CH:8]=[CH:9][CH:10]=3)[C:5]=2[CH:4]=[CH:3][CH:2]=1.[CH3:49][S:50](Cl)(=[O:52])=[O:51]. Given the product [CH:1]1[C:13]2[CH:12]([CH2:14][O:15][C:16]([N:18]3[CH2:23][C@@H:22]([C:24](=[O:47])[NH:25][CH2:26][C:27]4([CH2:41][CH2:42][CH2:43][CH2:44][O:45][CH3:46])[C:40]5[CH:39]=[CH:38][CH:37]=[CH:36][C:35]=5[O:34][C:33]5[C:28]4=[CH:29][CH:30]=[CH:31][CH:32]=5)[CH2:21][C@@H:20]([NH:48][S:50]([CH3:49])(=[O:52])=[O:51])[CH2:19]3)=[O:17])[C:11]3[C:6](=[CH:7][CH:8]=[CH:9][CH:10]=3)[C:5]=2[CH:4]=[CH:3][CH:2]=1, predict the reactants needed to synthesize it.